Dataset: Forward reaction prediction with 1.9M reactions from USPTO patents (1976-2016). Task: Predict the product of the given reaction. (1) Given the reactants C1C(=O)N([Cl:8])C(=O)C1.[Br:9][C:10]1[N:15]=[CH:14][C:13]2[CH:16]=[C:17]([C:19]3[CH:20]=[N:21][N:22]([CH3:24])[CH:23]=3)[NH:18][C:12]=2[CH:11]=1, predict the reaction product. The product is: [Br:9][C:10]1[N:15]=[CH:14][C:13]2[C:16]([Cl:8])=[C:17]([C:19]3[CH:20]=[N:21][N:22]([CH3:24])[CH:23]=3)[NH:18][C:12]=2[CH:11]=1. (2) Given the reactants [CH:1]1[C:10]2[C:5](=[CH:6][CH:7]=[CH:8][CH:9]=2)[CH:4]=[CH:3][C:2]=1[C:11]1[C:24]2[C:25]3=[C:26]4[C:21](=[CH:22][CH:23]=2)[CH:20]=[CH:19][CH:18]=[C:17]4[CH:16]=[CH:15][C:14]3=[CH:13][CH:12]=1.[Br:27]N1C(=O)CCC1=O.CN(C)C=O, predict the reaction product. The product is: [Br:27][C:18]1[C:17]2[C:26]3=[C:25]4[C:14](=[CH:15][CH:16]=2)[CH:13]=[CH:12][C:11]([C:2]2[CH:3]=[CH:4][C:5]5[C:10](=[CH:9][CH:8]=[CH:7][CH:6]=5)[CH:1]=2)=[C:24]4[CH:23]=[CH:22][C:21]3=[CH:20][CH:19]=1. (3) The product is: [ClH:27].[ClH:27].[NH2:19][C@@H:17]1[CH2:18][C@H:16]1[C:12]1[CH:11]=[C:10]([CH:15]=[CH:14][CH:13]=1)[C:8]([NH:7][C:5]1[CH:4]=[N:3][N:2]([CH3:1])[CH:6]=1)=[O:9]. Given the reactants [CH3:1][N:2]1[CH:6]=[C:5]([NH:7][C:8]([C:10]2[CH:11]=[C:12]([C@@H:16]3[CH2:18][C@H:17]3[NH:19]C(=O)OC(C)(C)C)[CH:13]=[CH:14][CH:15]=2)=[O:9])[CH:4]=[N:3]1.[ClH:27].C(OCC)(=O)C, predict the reaction product. (4) Given the reactants [Cl:1][C:2]1[C:3]([CH3:24])=[N:4][O:5][C:6]=1[N:7]([C:16]([O:18]CC(Cl)(Cl)Cl)=O)C(OCC(Cl)(Cl)Cl)=O.[C:25]1([C:31]2[N:35]=[C:34]([N:36]3[CH2:41][CH2:40][NH:39][CH2:38][CH2:37]3)[S:33][N:32]=2)[CH:30]=[CH:29][CH:28]=[CH:27][CH:26]=1.C(N(C(C)C)CC)(C)C.CS(C)=O, predict the reaction product. The product is: [Cl:1][C:2]1[C:3]([CH3:24])=[N:4][O:5][C:6]=1[NH:7][C:16]([N:39]1[CH2:40][CH2:41][N:36]([C:34]2[S:33][N:32]=[C:31]([C:25]3[CH:30]=[CH:29][CH:28]=[CH:27][CH:26]=3)[N:35]=2)[CH2:37][CH2:38]1)=[O:18]. (5) Given the reactants CS[C:3]1[NH:8][C:7](=[O:9])[CH:6]=[CH:5][N:4]=1.[Cl:10][C:11]1[CH:12]=[C:13]([CH:15]=[CH:16][CH:17]=1)[NH2:14], predict the reaction product. The product is: [Cl:10][C:11]1[CH:12]=[C:13]([NH:14][C:3]2[NH:8][C:7](=[O:9])[CH:6]=[CH:5][N:4]=2)[CH:15]=[CH:16][CH:17]=1.